From a dataset of Forward reaction prediction with 1.9M reactions from USPTO patents (1976-2016). Predict the product of the given reaction. (1) Given the reactants [F:1][C:2]1[CH:3]=[C:4]([NH:14][C:15]([N:17]2[CH2:22][CH2:21][N:20]([C:23](=[O:31])[C:24]3[CH:29]=[CH:28][CH:27]=[C:26]([F:30])[CH:25]=3)[CH2:19][CH2:18]2)=[O:16])[CH:5]=[CH:6][C:7]=1[N:8]1[CH2:13][CH2:12][NH:11][CH2:10][CH2:9]1.Cl[C:33]([O:35][CH:36]([CH3:38])[CH3:37])=[O:34], predict the reaction product. The product is: [CH:36]([O:35][C:33]([N:11]1[CH2:10][CH2:9][N:8]([C:7]2[CH:6]=[CH:5][C:4]([NH:14][C:15]([N:17]3[CH2:18][CH2:19][N:20]([C:23](=[O:31])[C:24]4[CH:29]=[CH:28][CH:27]=[C:26]([F:30])[CH:25]=4)[CH2:21][CH2:22]3)=[O:16])=[CH:3][C:2]=2[F:1])[CH2:13][CH2:12]1)=[O:34])([CH3:38])[CH3:37]. (2) Given the reactants I[CH2:2][CH2:3][CH:4]1[CH2:9][CH2:8][N:7]([C:10]([O:12][C:13]([CH3:16])([CH3:15])[CH3:14])=[O:11])[CH2:6][CH2:5]1.[OH:17][CH:18]1[CH2:23][CH2:22][N:21]([C:24]([O:26][CH2:27][C:28]2[CH:33]=[CH:32][CH:31]=[CH:30][CH:29]=2)=[O:25])[CH2:20][CH2:19]1.C(C1C=CC=C(C(C)(C)C)N=1)(C)(C)C, predict the reaction product. The product is: [CH2:27]([O:26][C:24]([N:21]1[CH2:22][CH2:23][CH:18]([O:17][CH2:2][CH2:3][CH:4]2[CH2:9][CH2:8][N:7]([C:10]([O:12][C:13]([CH3:16])([CH3:15])[CH3:14])=[O:11])[CH2:6][CH2:5]2)[CH2:19][CH2:20]1)=[O:25])[C:28]1[CH:33]=[CH:32][CH:31]=[CH:30][CH:29]=1.